Dataset: Catalyst prediction with 721,799 reactions and 888 catalyst types from USPTO. Task: Predict which catalyst facilitates the given reaction. (1) Reactant: [NH2:1][C:2]1[CH:10]=[CH:9][C:5]([C:6]([OH:8])=[O:7])=[C:4]([OH:11])[CH:3]=1.OS(O)(=O)=O.[N:17]([O-])=O.[Na+].[CH3:21][N:22]([CH3:29])[C:23]1[CH:28]=[CH:27][CH:26]=[CH:25][CH:24]=1.C([O-])(=O)C.[Na+]. Product: [CH3:21][N:22]([CH3:29])[C:23]1[CH:28]=[CH:27][C:26](/[N:17]=[N:1]/[C:2]2[CH:10]=[CH:9][C:5]([C:6]([OH:8])=[O:7])=[C:4]([OH:11])[CH:3]=2)=[CH:25][CH:24]=1. The catalyst class is: 211. (2) Reactant: [F:1][C:2]1[CH:3]=[CH:4][C:5]([OH:18])=[C:6]([C:8](=[O:17])[CH2:9][C:10]2[CH:15]=[CH:14][CH:13]=[C:12]([F:16])[CH:11]=2)[CH:7]=1.[C:19]([O-])(=O)[CH3:20].[Na+]. Product: [F:1][C:2]1[CH:7]=[C:6]2[C:5](=[CH:4][CH:3]=1)[O:18][C:19]([CH3:20])=[C:9]([C:10]1[CH:15]=[CH:14][CH:13]=[C:12]([F:16])[CH:11]=1)[C:8]2=[O:17]. The catalyst class is: 152. (3) Reactant: [Na].[CH2:2]([OH:4])[CH3:3].[F:5][C:6]([F:33])([F:32])[C:7]1[CH:8]=[C:9]([CH:29]=[CH:30][CH:31]=1)[CH2:10][O:11][N:12]=[C:13]1[CH2:18][CH2:17][N:16]([S:19]([C:22]2[CH:27]=[CH:26][C:25](F)=[CH:24][CH:23]=2)(=[O:21])=[O:20])[CH2:15][CH2:14]1. Product: [F:33][C:6]([F:5])([F:32])[C:7]1[CH:8]=[C:9]([CH:29]=[CH:30][CH:31]=1)[CH2:10][O:11][N:12]=[C:13]1[CH2:18][CH2:17][N:16]([S:19]([C:22]2[CH:27]=[CH:26][C:25]([O:4][CH2:2][CH3:3])=[CH:24][CH:23]=2)(=[O:21])=[O:20])[CH2:15][CH2:14]1. The catalyst class is: 7. (4) Reactant: [NH2:1][C:2]1[CH:7]=[N:6][CH:5]=[CH:4][N:3]=1.[CH3:8][C:9]([N+:16]#[C-:17])([CH3:15])[CH2:10][C:11]([CH3:14])([CH3:13])[CH3:12].[Br:18][C:19]1[S:23][C:22]([CH:24]=O)=[CH:21][CH:20]=1.Cl(O)(=O)(=O)=O. Product: [Br:18][C:19]1[S:23][C:22]([C:24]2[N:1]=[C:2]3[CH:7]=[N:6][CH:5]=[CH:4][N:3]3[C:17]=2[NH:16][C:9]([CH3:15])([CH3:8])[CH2:10][C:11]([CH3:14])([CH3:13])[CH3:12])=[CH:21][CH:20]=1. The catalyst class is: 22. (5) Reactant: C([O:3][C:4]([C:6]1([NH:17][C:18](=[O:30])[C:19]2[CH:24]=[CH:23][CH:22]=[C:21]([CH3:25])[C:20]=2[CH:26]=[C:27]([CH3:29])[CH3:28])[CH2:14][C:13]2[C:8](=[C:9]([F:16])[CH:10]=[CH:11][C:12]=2[F:15])[CH2:7]1)=[O:5])C.[OH-].[K+]. Product: [F:15][C:12]1[CH:11]=[CH:10][C:9]([F:16])=[C:8]2[C:13]=1[CH2:14][C:6]([NH:17][C:18](=[O:30])[C:19]1[CH:24]=[CH:23][CH:22]=[C:21]([CH3:25])[C:20]=1[CH:26]=[C:27]([CH3:28])[CH3:29])([C:4]([OH:5])=[O:3])[CH2:7]2. The catalyst class is: 88. (6) Product: [N:1]1[CH:2]=[CH:3][N:4]2[CH:9]=[CH:8][CH:7]=[C:6]([CH2:10][O:11][C:12]3[C:13]([CH:19]=[O:20])=[CH:14][C:15]([O:18][CH2:28][CH2:29][O:30][CH3:31])=[N:16][CH:17]=3)[C:5]=12. The catalyst class is: 3. Reactant: [N:1]1[CH:2]=[CH:3][N:4]2[CH:9]=[CH:8][CH:7]=[C:6]([CH2:10][O:11][C:12]3[C:13]([CH:19]=[O:20])=[CH:14][C:15](=[O:18])[NH:16][CH:17]=3)[C:5]=12.C([O-])([O-])=O.[K+].[K+].Br[CH2:28][CH2:29][O:30][CH3:31]. (7) Reactant: [Cl:1][C:2]1[CH:32]=[CH:31][CH:30]=[C:29]([Cl:33])[C:3]=1[C:4]([NH:6][C@H:7]([C:25]([O:27]C)=[O:26])[CH2:8][C:9]1[S:10][C:11]([CH2:14][CH2:15][CH2:16][C:17]2[CH:22]=[CH:21][CH:20]=[C:19]([NH:23][CH3:24])[N:18]=2)=[CH:12][CH:13]=1)=[O:5].[OH-].[Na+]. Product: [Cl:1][C:2]1[CH:32]=[CH:31][CH:30]=[C:29]([Cl:33])[C:3]=1[C:4]([NH:6][C@H:7]([C:25]([OH:27])=[O:26])[CH2:8][C:9]1[S:10][C:11]([CH2:14][CH2:15][CH2:16][C:17]2[CH:22]=[CH:21][CH:20]=[C:19]([NH:23][CH3:24])[N:18]=2)=[CH:12][CH:13]=1)=[O:5]. The catalyst class is: 3. (8) Reactant: N#N.[CH3:3][O:4][CH2:5][C:6]1[S:10][C:9]([CH2:11][N:12]2[N:16]=[C:15]([N+:17]([O-])=O)[CH:14]=[N:13]2)=[CH:8][CH:7]=1.[NH4+].[Cl-]. Product: [CH3:3][O:4][CH2:5][C:6]1[S:10][C:9]([CH2:11][N:12]2[N:16]=[C:15]([NH2:17])[CH:14]=[N:13]2)=[CH:8][CH:7]=1. The catalyst class is: 314. (9) Reactant: [CH3:1][C:2]([NH:14][C:15]1[C:16](=[O:37])[N:17]([C:27]2[CH:32]=[CH:31][C:30]([O:33][CH:34]([F:36])[F:35])=[CH:29][CH:28]=2)[CH:18]([C:20]2[CH:25]=[CH:24][CH:23]=[CH:22][C:21]=2[F:26])[CH:19]=1)([C:4]1[CH:9]=[CH:8][CH:7]=[C:6]([C:10]([F:13])([F:12])[F:11])[N:5]=1)[CH3:3].C([BH3-])#N.[Na+]. Product: [CH3:3][C:2]([NH:14][CH:15]1[CH2:19][CH:18]([C:20]2[CH:25]=[CH:24][CH:23]=[CH:22][C:21]=2[F:26])[N:17]([C:27]2[CH:28]=[CH:29][C:30]([O:33][CH:34]([F:36])[F:35])=[CH:31][CH:32]=2)[C:16]1=[O:37])([C:4]1[CH:9]=[CH:8][CH:7]=[C:6]([C:10]([F:11])([F:12])[F:13])[N:5]=1)[CH3:1]. The catalyst class is: 52. (10) Reactant: [Cl:1][C:2]1[C:3]([N:11]2[CH2:16][CH2:15][NH:14][CH2:13][CH2:12]2)=[N:4][CH:5]=[C:6]([CH:10]=1)[C:7]([O-:9])=[O:8].[NH2+]1CCNCC1.[CH3:23][CH:24]([CH3:28])[CH2:25][CH2:26][OH:27].S(=O)(=O)(O)O.C([O-])(O)=O.[Na+]. Product: [CH3:7][OH:8].[NH4+:4].[OH-:27].[Cl:1][C:2]1[C:3]([N:11]2[CH2:12][CH2:13][NH:14][CH2:15][CH2:16]2)=[N:4][CH:5]=[C:6]([CH:10]=1)[C:7]([O:9][CH2:26][CH2:25][CH:24]([CH3:28])[CH3:23])=[O:8]. The catalyst class is: 25.